Predict the reactants needed to synthesize the given product. From a dataset of Full USPTO retrosynthesis dataset with 1.9M reactions from patents (1976-2016). (1) Given the product [CH3:12][C:8]1[N:7]=[C:21]([SH:22])[N:20]([C:17]2[CH:18]=[CH:19][C:14]([CH3:23])=[CH:15][CH:16]=2)[C:9]=1[CH3:10], predict the reactants needed to synthesize it. The reactants are: C(OC(=O)[NH:7][CH:8]([CH3:12])[C:9](=O)[CH3:10])(C)(C)C.[C:14]1([CH3:23])[CH:19]=[CH:18][C:17]([N:20]=[C:21]=[S:22])=[CH:16][CH:15]=1.CCN(C(C)C)C(C)C. (2) Given the product [CH3:1][C:2]1[CH:3]=[CH:4][C:5]([C:8]2[N:9]([C:18]3[CH:19]=[CH:20][C:21]([S:24][CH3:25])=[CH:22][CH:23]=3)[CH:10]=[C:11]([C:13]([F:15])([F:14])[F:16])[N:12]=2)=[N:6][CH:7]=1, predict the reactants needed to synthesize it. The reactants are: [CH3:1][C:2]1[CH:3]=[CH:4][C:5]([C:8]2[N:9]([C:18]3[CH:23]=[CH:22][C:21]([S:24][CH3:25])=[CH:20][CH:19]=3)[CH2:10][C:11](O)([C:13]([F:16])([F:15])[F:14])[N:12]=2)=[N:6][CH:7]=1.O.C1(C)C=CC(S(O)(=O)=O)=CC=1.C(N(CC)CC)C.